This data is from Forward reaction prediction with 1.9M reactions from USPTO patents (1976-2016). The task is: Predict the product of the given reaction. (1) Given the reactants [Na].[CH3:2][C:3]1[CH:4]=[C:5]2[C:9](=[CH:10][CH:11]=1)[NH:8][C:7]1[CH2:12][CH:13]3[N:18]([CH3:19])[CH:17]([C:6]2=1)[CH2:16][CH2:15][CH2:14]3.[CH3:20][C:21]1[CH:26]=[CH:25][C:24]([CH:27]=[CH2:28])=[CH:23][N:22]=1.C1(C=CC(O)=CC=1)O, predict the reaction product. The product is: [CH3:2][C:3]1[CH:4]=[C:5]2[C:9](=[CH:10][CH:11]=1)[N:8]([CH2:28][CH2:27][C:24]1[CH:23]=[N:22][C:21]([CH3:20])=[CH:26][CH:25]=1)[C:7]1[CH2:12][CH:13]3[N:18]([CH3:19])[CH:17]([C:6]2=1)[CH2:16][CH2:15][CH2:14]3. (2) Given the reactants [Cl:1][C:2]1[C:3]([N:11]2[C:15]([NH:16][CH:17]=[O:18])=[C:14]([C:19]#[N:20])[CH:13]=[N:12]2)=[N:4][N:5]2[CH2:10][CH2:9][CH2:8][CH2:7][C:6]=12.C(=O)([O-])[O-].[K+].[K+].[Cl:27][C:28]([CH2:30]Cl)=[CH2:29].O, predict the reaction product. The product is: [Cl:1][C:2]1[C:3]([N:11]2[C:15]([N:16]([CH2:30][C:28]([Cl:27])=[CH2:29])[CH:17]=[O:18])=[C:14]([C:19]#[N:20])[CH:13]=[N:12]2)=[N:4][N:5]2[CH2:10][CH2:9][CH2:8][CH2:7][C:6]=12. (3) Given the reactants [CH:1]1([CH2:4][O:5][C:6]2[CH:11]=[C:10]([O:12][CH2:13][CH2:14][O:15][CH3:16])[CH:9]=[CH:8][C:7]=2/[CH:17]=[CH:18]/[C:19]([NH:21][S:22]([CH2:25][CH2:26][CH2:27][CH2:28][CH3:29])(=[O:24])=[O:23])=[O:20])[CH2:3][CH2:2]1, predict the reaction product. The product is: [CH:1]1([CH2:4][O:5][C:6]2[CH:11]=[C:10]([O:12][CH2:13][CH2:14][O:15][CH3:16])[CH:9]=[CH:8][C:7]=2[CH2:17][CH2:18][C:19]([NH:21][S:22]([CH2:25][CH2:26][CH2:27][CH2:28][CH3:29])(=[O:24])=[O:23])=[O:20])[CH2:2][CH2:3]1. (4) Given the reactants [Cl:1][C:2]1[C:3](=[O:36])[N:4]([C:19]2[CH:24]=[C:23]([C:25]3[CH:30]=[CH:29][N:28]=[C:27]([C:31]([OH:34])([CH3:33])[CH3:32])[N:26]=3)[CH:22]=[CH:21][C:20]=2[CH3:35])[C:5]([CH3:18])=[N:6][C:7]=1[O:8]CC1C=CC(OC)=CC=1.FC(F)(F)C(O)=O, predict the reaction product. The product is: [Cl:1][C:2]1[C:3](=[O:36])[N:4]([C:19]2[CH:24]=[C:23]([C:25]3[CH:30]=[CH:29][N:28]=[C:27]([C:31]([OH:34])([CH3:32])[CH3:33])[N:26]=3)[CH:22]=[CH:21][C:20]=2[CH3:35])[C:5]([CH3:18])=[N:6][C:7]=1[OH:8]. (5) Given the reactants [Cl:1][C:2]1[CH:3]=[C:4]([C:8]2[C:17]3[C:12](=[CH:13][CH:14]=[C:15]([C:18]([OH:37])([C:31]4[N:35]([CH3:36])[CH:34]=[N:33][CH:32]=4)[C:19]4[CH:30]=[CH:29][C:22]([C:23]([O:25]C(C)C)=[O:24])=[CH:21][CH:20]=4)[CH:16]=3)[N:11]([CH3:38])[C:10](=[O:39])[CH:9]=2)[CH:5]=[CH:6][CH:7]=1.[Li+].[OH-], predict the reaction product. The product is: [Cl:1][C:2]1[CH:3]=[C:4]([C:8]2[C:17]3[C:12](=[CH:13][CH:14]=[C:15]([C:18]([OH:37])([C:31]4[N:35]([CH3:36])[CH:34]=[N:33][CH:32]=4)[C:19]4[CH:20]=[CH:21][C:22]([C:23]([OH:25])=[O:24])=[CH:29][CH:30]=4)[CH:16]=3)[N:11]([CH3:38])[C:10](=[O:39])[CH:9]=2)[CH:5]=[CH:6][CH:7]=1. (6) Given the reactants [F:1][C:2]1[CH:7]=[CH:6][C:5]([NH:8][C:9]2[CH:14]=[CH:13][C:12]([C:15]([C:17]3[CH:22]=[C:21]([OH:23])[CH:20]=[CH:19][C:18]=3[CH3:24])=[O:16])=[C:11]([N+:25]([O-:27])=[O:26])[CH:10]=2)=[C:4]([CH3:28])[CH:3]=1.Cl[CH2:30][CH2:31][CH2:32][OH:33].C([O-])([O-])=O.[K+].[K+].[Na+].[I-], predict the reaction product. The product is: [F:1][C:2]1[CH:7]=[CH:6][C:5]([NH:8][C:9]2[CH:14]=[CH:13][C:12]([C:15]([C:17]3[CH:22]=[C:21]([O:23][CH2:30][CH2:31][CH2:32][OH:33])[CH:20]=[CH:19][C:18]=3[CH3:24])=[O:16])=[C:11]([N+:25]([O-:27])=[O:26])[CH:10]=2)=[C:4]([CH3:28])[CH:3]=1. (7) Given the reactants [O:1]1CCCO[CH:2]1[CH2:7][CH2:8][C:9]1[C:14]([Br:15])=[CH:13][N:12]=[CH:11][N:10]=1.C(O)=O, predict the reaction product. The product is: [Br:15][C:14]1[C:9]([CH2:8][CH2:7][CH:2]=[O:1])=[N:10][CH:11]=[N:12][CH:13]=1.